The task is: Predict the reaction yield, written as a fraction of the theoretical maximum amount of product (1.0 means a 100% yield; for example, 0.34 means a 34% yield).. This data is from Reaction yield outcomes from USPTO patents with 853,638 reactions. The reactants are Br[C:2]1[CH:3]=[C:4]2[C:12]([C:13]3[CH:18]=[C:17]([S:19]([CH2:22][CH3:23])(=[O:21])=[O:20])[CH:16]=[CH:15][C:14]=3[F:24])=[CH:11][N:10]([CH3:25])[C:5]2=[C:6]([O:8][CH3:9])[N:7]=1.[CH2:26]([OH:30])[CH2:27][C:28]#[CH:29]. The catalyst is O1CCCC1.C(N(CC)CC)C.[Cu]I. The product is [CH2:22]([S:19]([C:17]1[CH:16]=[CH:15][C:14]([F:24])=[C:13]([C:12]2[C:4]3[C:5](=[C:6]([O:8][CH3:9])[N:7]=[C:2]([C:29]#[C:28][CH2:27][CH2:26][OH:30])[CH:3]=3)[N:10]([CH3:25])[CH:11]=2)[CH:18]=1)(=[O:21])=[O:20])[CH3:23]. The yield is 0.684.